From a dataset of HIV replication inhibition screening data with 41,000+ compounds from the AIDS Antiviral Screen. Binary Classification. Given a drug SMILES string, predict its activity (active/inactive) in a high-throughput screening assay against a specified biological target. (1) The result is 0 (inactive). The compound is O=C1c2ccccc2C=CC(c2ccccc2)=NN1c1ccccc1Cl. (2) The molecule is Cc1ccc(Oc2ccccc2N)cc1.Cl. The result is 0 (inactive). (3) The compound is COC(=O)c1c(C)cccc1C=C1Cc2ccc(C)c(C)c2C1=O. The result is 0 (inactive). (4) The compound is c1csc(-c2cc(-c3cccs3)c(-c3cccs3)s2)c1. The result is 0 (inactive). (5) The drug is COc1cnn(-c2ccccc2)c(=O)c1SCc1ccc(Cl)cc1. The result is 0 (inactive). (6) The molecule is COc1ccc(N2C(=O)C(N=[N+]=[N-])C2C2COC(C)(C)O2)cc1. The result is 0 (inactive). (7) The molecule is CC1(C)OC(=O)c2c(cc(N3CCOCC3)oc2=O)O1. The result is 0 (inactive).